From a dataset of Catalyst prediction with 721,799 reactions and 888 catalyst types from USPTO. Predict which catalyst facilitates the given reaction. (1) Product: [C:2](=[O:3])([O:14][CH:8]1[CH2:13][CH2:12][CH2:11][CH2:10][CH2:9]1)[O:4][CH:5]([Cl:7])[CH3:6]. Reactant: Cl[C:2]([O:4][CH:5]([Cl:7])[CH3:6])=[O:3].[CH:8]1([OH:14])[CH2:13][CH2:12][CH2:11][CH2:10][CH2:9]1.N1C=CC=CC=1. The catalyst class is: 2. (2) Reactant: [CH:1]([C:4]1[CH:11]=[CH:10][C:7]([CH2:8]Br)=[CH:6][CH:5]=1)([CH3:3])[CH3:2].[H-].[Na+].[F:14][C:15]([F:24])([F:23])[CH2:16][CH2:17][CH:18]([C:21]#[N:22])[C:19]#[N:20]. Product: [CH:1]([C:4]1[CH:11]=[CH:10][C:7]([CH2:8][C:18]([CH2:17][CH2:16][C:15]([F:14])([F:23])[F:24])([C:19]#[N:20])[C:21]#[N:22])=[CH:6][CH:5]=1)([CH3:3])[CH3:2]. The catalyst class is: 9. (3) Reactant: Br[C:2]1[CH:7]=[C:6]([CH2:8][N:9]2[CH2:14][CH2:13][CH2:12][C:11]3([CH2:19][CH2:18][N:17]([C:20]4[CH:29]=[N:28][C:27]5[C:22](=[CH:23][CH:24]=[CH:25][CH:26]=5)[N:21]=4)[CH2:16][CH2:15]3)[C:10]2=[O:30])[CH:5]=[CH:4][N:3]=1.[CH3:31][O-:32].[Na+]. Product: [CH3:31][O:32][C:2]1[CH:7]=[C:6]([CH2:8][N:9]2[CH2:14][CH2:13][CH2:12][C:11]3([CH2:19][CH2:18][N:17]([C:20]4[CH:29]=[N:28][C:27]5[C:22](=[CH:23][CH:24]=[CH:25][CH:26]=5)[N:21]=4)[CH2:16][CH2:15]3)[C:10]2=[O:30])[CH:5]=[CH:4][N:3]=1. The catalyst class is: 5. (4) Reactant: C(OC([N:8]1[CH2:13][CH2:12][CH:11]([CH2:14][C:15]2[CH:20]=[CH:19][C:18]([F:21])=[CH:17][CH:16]=2)[CH2:10][CH2:9]1)=O)(C)(C)C.[ClH:22]. Product: [ClH:22].[F:21][C:18]1[CH:17]=[CH:16][C:15]([CH2:14][CH:11]2[CH2:10][CH2:9][NH:8][CH2:13][CH2:12]2)=[CH:20][CH:19]=1. The catalyst class is: 13. (5) Reactant: Br[C:2]1[CH:3]=[C:4]([C:8]([O:10][CH3:11])=[O:9])[S:5][C:6]=1[Cl:7].[CH3:12][N:13]1[CH:17]=[CH:16][CH:15]=[N:14]1.C(=O)([O-])[O-].[K+].[K+].C(OCC)(=O)C.CCCCCC. Product: [Cl:7][C:6]1[S:5][C:4]([C:8]([O:10][CH3:11])=[O:9])=[CH:3][C:2]=1[C:17]1[N:13]([CH3:12])[N:14]=[CH:15][CH:16]=1. The catalyst class is: 38. (6) Reactant: [Mg].II.[CH2:4]([O:6][C:7]1[CH:8]=[C:9]([Mg]Br)[CH:10]=[CH:11][C:12]=1[O:13][CH3:14])[CH3:5].[CH3:17][O:18][C:19]1[CH:26]=[CH:25][C:22]([CH:23]=[O:24])=[CH:21][C:20]=1[N+:27]([O-:29])=[O:28]. Product: [CH2:4]([O:6][C:7]1[CH:8]=[C:9]([CH:23]([C:22]2[CH:25]=[CH:26][C:19]([O:18][CH3:17])=[C:20]([N+:27]([O-:29])=[O:28])[CH:21]=2)[OH:24])[CH:10]=[CH:11][C:12]=1[O:13][CH3:14])[CH3:5]. The catalyst class is: 1. (7) Reactant: Br[C:2]1[N:6]([S:7]([C:10]2[CH:15]=[CH:14][CH:13]=[C:12]([CH3:16])[CH:11]=2)(=[O:9])=[O:8])[CH:5]=[C:4]([C:17]([O:19][CH2:20][CH3:21])=[O:18])[C:3]=1[CH3:22].[C:23]1(B(O)O)[CH:28]=[CH:27][CH:26]=[CH:25][CH:24]=1.C(=O)([O-])[O-].[Na+].[Na+].O. Product: [CH3:22][C:3]1[C:4]([C:17]([O:19][CH2:20][CH3:21])=[O:18])=[CH:5][N:6]([S:7]([C:10]2[CH:15]=[CH:14][CH:13]=[C:12]([CH3:16])[CH:11]=2)(=[O:9])=[O:8])[C:2]=1[C:23]1[CH:28]=[CH:27][CH:26]=[CH:25][CH:24]=1. The catalyst class is: 104. (8) Reactant: [Cl-].[Cl-].[F:3][C:4]([F:38])([F:37])[C:5]1[CH:6]=[C:7]([C@H:15]([O:17][C@H:18]2[CH2:23][CH2:22][NH+:21]([CH:24]3[CH2:29][CH2:28][CH2:27][NH2+:26][CH2:25]3)[CH2:20][C@@H:19]2[C:30]2[CH:35]=[CH:34][C:33]([F:36])=[CH:32][CH:31]=2)[CH3:16])[CH:8]=[C:9]([C:11]([F:14])([F:13])[F:12])[CH:10]=1.C(N(CC)CC)C.Cl[C:47]1[CH:52]=[N:51][CH:50]=[CH:49][N:48]=1. Product: [F:38][C:4]([F:3])([F:37])[C:5]1[CH:6]=[C:7]([C@H:15]([O:17][C@H:18]2[CH2:23][CH2:22][N:21]([CH:24]3[CH2:29][CH2:28][CH2:27][N:26]([C:47]4[CH:52]=[N:51][CH:50]=[CH:49][N:48]=4)[CH2:25]3)[CH2:20][C@@H:19]2[C:30]2[CH:35]=[CH:34][C:33]([F:36])=[CH:32][CH:31]=2)[CH3:16])[CH:8]=[C:9]([C:11]([F:12])([F:14])[F:13])[CH:10]=1. The catalyst class is: 5.